This data is from Peptide-MHC class I binding affinity with 185,985 pairs from IEDB/IMGT. The task is: Regression. Given a peptide amino acid sequence and an MHC pseudo amino acid sequence, predict their binding affinity value. This is MHC class I binding data. (1) The peptide sequence is NSNINVINY. The MHC is HLA-B57:01 with pseudo-sequence HLA-B57:01. The binding affinity (normalized) is 0.0847. (2) The peptide sequence is VDICFWSTL. The MHC is HLA-A01:01 with pseudo-sequence HLA-A01:01. The binding affinity (normalized) is 0.131. (3) The peptide sequence is FVHSGFIYF. The MHC is HLA-B15:09 with pseudo-sequence HLA-B15:09. The binding affinity (normalized) is 0.0847. (4) The peptide sequence is RRFDTFKAF. The MHC is HLA-B08:01 with pseudo-sequence HLA-B08:01. The binding affinity (normalized) is 0.0847. (5) The peptide sequence is FTFWTFANY. The MHC is BoLA-T2a with pseudo-sequence BoLA-T2a. The binding affinity (normalized) is 0.0641.